From a dataset of Antibody paratope prediction from SAbDab with 1,023 antibody chains. Token-level Classification. Given an antibody amino acid sequence, predict which amino acid positions are active in antigen binding. Output is a list of indices for active paratope positions. Given the antibody sequence: QVQLQESGPGLVKPSETLSLTCTVSGFSLLSYGVHWVRQPPGKGLEWLGVIWTGGTTNYNSALMSRFTISKDDSKNTVYLKMNSLKTEDTAIYYCARYYYGMDYWGQGTLVTVSS, which amino acid positions are active in antigen binding (paratope)? The paratope positions are: [82, 83, 84].